This data is from Reaction yield outcomes from USPTO patents with 853,638 reactions. The task is: Predict the reaction yield, written as a fraction of the theoretical maximum amount of product (1.0 means a 100% yield; for example, 0.34 means a 34% yield). (1) The reactants are [CH:1](=[O:10])[C:2]1[CH:9]=[CH:8][CH:7]=[C:4]([CH:5]=[O:6])[CH:3]=1.[BH4-].[Na+].Cl. The catalyst is C1COCC1.CCO. The product is [OH:10][CH2:1][C:2]1[CH:3]=[C:4]([CH:7]=[CH:8][CH:9]=1)[CH:5]=[O:6]. The yield is 0.990. (2) The reactants are O1[C:5]2([CH2:10][CH2:9][CH:8]([C:11]3[CH:16]=[CH:15][C:14]([OH:17])=[CH:13][C:12]=3[OH:18])[CH2:7][CH2:6]2)[O:4]CC1.O.C1(C)C=CC(S([O-])(=O)=O)=CC=1.[NH+]1C=CC=CC=1. The catalyst is CC(C)=O. The product is [OH:18][C:12]1[CH:13]=[C:14]([OH:17])[CH:15]=[CH:16][C:11]=1[CH:8]1[CH2:7][CH2:6][C:5](=[O:4])[CH2:10][CH2:9]1. The yield is 1.00. (3) The reactants are [Cl:1][C:2]1[C:3]2[CH:13]=[CH:12][C:11]([S:14]([CH3:17])(=[O:16])=[O:15])=[CH:10][C:4]=2[S:5][C:6]=1[C:7]([NH2:9])=O.C(OC(C(F)(F)F)=O)(C(F)(F)F)=O.N1C=CC=CC=1. The catalyst is C(Cl)Cl. The product is [Cl:1][C:2]1[C:3]2[CH:13]=[CH:12][C:11]([S:14]([CH3:17])(=[O:15])=[O:16])=[CH:10][C:4]=2[S:5][C:6]=1[C:7]#[N:9]. The yield is 0.810. (4) The reactants are [ClH:1].[Br:2][C:3]1[CH:4]=[C:5]([N:10]2[C:14](=[O:15])[O:13][N:12]=[C:11]2[C:16]2[C:17]([NH:21][CH2:22][CH2:23][NH:24]C(=O)OC(C)(C)C)=[N:18][O:19][N:20]=2)[CH:6]=[CH:7][C:8]=1[F:9]. The catalyst is C(OCC)(=O)C. The product is [ClH:1].[NH2:24][CH2:23][CH2:22][NH:21][C:17]1[C:16]([C:11]2[N:10]([C:5]3[CH:6]=[CH:7][C:8]([F:9])=[C:3]([Br:2])[CH:4]=3)[C:14](=[O:15])[O:13][N:12]=2)=[N:20][O:19][N:18]=1. The yield is 0.950. (5) The reactants are [NH2:1][C:2]1[CH:3]=[C:4]([CH:21]=[CH:22][CH:23]=1)[O:5][C:6]1[CH:7]=[CH:8][C:9]2[N:10]([CH:12]=[C:13]([NH:15][C:16]([CH:18]3[CH2:20][CH2:19]3)=[O:17])[N:14]=2)[N:11]=1.Cl.[N:25]1[CH:30]=[CH:29][CH:28]=[C:27]([C:31](Cl)=[O:32])[CH:26]=1. The product is [CH:18]1([C:16]([NH:15][C:13]2[N:14]=[C:9]3[CH:8]=[CH:7][C:6]([O:5][C:4]4[CH:3]=[C:2]([NH:1][C:31](=[O:32])[C:27]5[CH:28]=[CH:29][CH:30]=[N:25][CH:26]=5)[CH:23]=[CH:22][CH:21]=4)=[N:11][N:10]3[CH:12]=2)=[O:17])[CH2:20][CH2:19]1. The yield is 0.430. The catalyst is CN1CCCC1=O. (6) The reactants are [CH2:1]([C:3]1[N:8]=[C:7]([NH:9][C:10](=O)C(C)(C)C)[C:6]([CH3:16])=[CH:5][CH:4]=1)[CH3:2].C([Li])(C)(C)C.CN(C)C=O.Cl. The catalyst is C(OCC)C. The product is [CH2:1]([C:3]1[N:8]=[C:7]2[NH:9][CH:10]=[CH:16][C:6]2=[CH:5][CH:4]=1)[CH3:2]. The yield is 0.580. (7) The reactants are Cl[C:2]1[N:7]=[C:6]([NH:8][C:9]2[CH:14]=[CH:13][C:12]([O:15][C:16]([F:19])([F:18])[F:17])=[CH:11][CH:10]=2)[CH:5]=[C:4]([N:20]2[CH2:25][CH2:24][CH2:23][CH2:22][CH2:21]2)[CH:3]=1.C(=O)([O-])[O-].[Na+].[Na+].[CH3:32][S:33]([C:36]1[CH:37]=[C:38](B(O)O)[CH:39]=[CH:40][CH:41]=1)(=[O:35])=[O:34].O. The catalyst is O1CCOCC1.C1C=CC([P]([Pd]([P](C2C=CC=CC=2)(C2C=CC=CC=2)C2C=CC=CC=2)([P](C2C=CC=CC=2)(C2C=CC=CC=2)C2C=CC=CC=2)[P](C2C=CC=CC=2)(C2C=CC=CC=2)C2C=CC=CC=2)(C2C=CC=CC=2)C2C=CC=CC=2)=CC=1. The product is [CH3:32][S:33]([C:36]1[CH:41]=[C:40]([C:2]2[N:7]=[C:6]([NH:8][C:9]3[CH:14]=[CH:13][C:12]([O:15][C:16]([F:19])([F:18])[F:17])=[CH:11][CH:10]=3)[CH:5]=[C:4]([N:20]3[CH2:25][CH2:24][CH2:23][CH2:22][CH2:21]3)[CH:3]=2)[CH:39]=[CH:38][CH:37]=1)(=[O:35])=[O:34]. The yield is 0.500.